Dataset: Catalyst prediction with 721,799 reactions and 888 catalyst types from USPTO. Task: Predict which catalyst facilitates the given reaction. (1) Reactant: [CH3:1][O:2][C:3](=[O:22])[CH:4]([CH:11]1[CH2:16][CH2:15][CH2:14][CH2:13][N:12]1[C:17]([O:19][CH2:20]Cl)=[O:18])[C:5]1[CH:10]=[CH:9][CH:8]=[CH:7][CH:6]=1.[I-:23].[Na+]. Product: [CH3:1][O:2][C:3](=[O:22])[CH:4]([CH:11]1[CH2:16][CH2:15][CH2:14][CH2:13][N:12]1[C:17]([O:19][CH2:20][I:23])=[O:18])[C:5]1[CH:10]=[CH:9][CH:8]=[CH:7][CH:6]=1. The catalyst class is: 21. (2) Product: [I:23][C:3]1[N:2]([CH3:1])[C:6]2[CH:7]=[CH:8][CH:9]=[CH:10][C:5]=2[N:4]=1. Reactant: [CH3:1][N:2]1[C:6]2[CH:7]=[CH:8][CH:9]=[CH:10][C:5]=2[N:4]=[CH:3]1.C([Li])(C)(C)C.C1C(=O)N([I:23])C(=O)C1. The catalyst class is: 7. (3) Reactant: [C:1]1([C@@H:7]2[CH2:9][C@H:8]2[NH2:10])[CH:6]=[CH:5][CH:4]=[CH:3][CH:2]=1.[C:11]([O:15][C:16](=[O:29])[CH2:17][C:18]1([N:22]2[CH2:27][CH2:26][C:25](=O)[CH2:24][CH2:23]2)[CH2:21][CH2:20][CH2:19]1)([CH3:14])([CH3:13])[CH3:12].C(O)(=O)C.C(O[BH-](OC(=O)C)OC(=O)C)(=O)C.[Na+]. Product: [C:11]([O:15][C:16](=[O:29])[CH2:17][C:18]1([N:22]2[CH2:23][CH2:24][CH:25]([NH:10][C@@H:8]3[CH2:9][C@H:7]3[C:1]3[CH:6]=[CH:5][CH:4]=[CH:3][CH:2]=3)[CH2:26][CH2:27]2)[CH2:21][CH2:20][CH2:19]1)([CH3:14])([CH3:12])[CH3:13]. The catalyst class is: 2. (4) Reactant: [Li+].C[Si]([N-][Si](C)(C)C)(C)C.[CH3:11][N:12]([C:25](=[O:28])[CH2:26][CH3:27])[N:13]=[C:14]([C:20]([O:22]CC)=O)[C:15]([O:17]CC)=[O:16].O. The catalyst class is: 1. Product: [OH:22][C:20]1[C:14]([C:15]([OH:17])=[O:16])=[N:13][N:12]([CH3:11])[C:25](=[O:28])[C:26]=1[CH3:27]. (5) Reactant: Cl[C:2]1[C:11]2[C:6](=[CH:7][C:8]([O:14][CH3:15])=[C:9]([O:12][CH3:13])[CH:10]=2)[N:5]=[CH:4][CH:3]=1.[C:16]([O:21][C:22]1[CH:35]=[CH:34][C:25]([C:26]([C:28]2[CH:33]=[CH:32][CH:31]=[CH:30][CH:29]=2)=[O:27])=[C:24]([OH:36])[CH:23]=1)(=[O:20])[C:17]([CH3:19])=[CH2:18]. Product: [CH3:19][C:17](=[CH2:18])[C:16]([O:21][C:22]1[CH:35]=[CH:34][C:25]([C:26](=[O:27])[C:28]2[CH:33]=[CH:32][CH:31]=[CH:30][CH:29]=2)=[C:24]([O:36][C:2]2[C:11]3[C:6](=[CH:7][C:8]([O:14][CH3:15])=[C:9]([O:12][CH3:13])[CH:10]=3)[N:5]=[CH:4][CH:3]=2)[CH:23]=1)=[O:20]. The catalyst class is: 420. (6) Product: [CH:26]1([C:21]2[N:20]3[C:24]([N:37]=[N:1][C:2]4[CH:7]=[CH:6][C:5]([N:8]5[CH:12]=[C:11]([CH3:13])[N:10]=[C:9]5[CH:14]5[CH2:15][CH2:16][CH2:17][CH2:18][CH2:19]5)=[CH:4][C:3]=43)=[C:23]([CH3:25])[N:22]=2)[CH2:27][CH2:28][CH2:29][CH2:30][CH2:31]1. The catalyst class is: 6. Reactant: [NH2:1][C:2]1[CH:7]=[CH:6][C:5]([N:8]2[CH:12]=[C:11]([CH3:13])[N:10]=[C:9]2[CH:14]2[CH2:19][CH2:18][CH2:17][CH2:16][CH2:15]2)=[CH:4][C:3]=1[N:20]1[CH:24]=[C:23]([CH3:25])[N:22]=[C:21]1[CH:26]1[CH2:31][CH2:30][CH2:29][CH2:28][CH2:27]1.OS(O)(=O)=O.[N:37]([O-])=O.[Na+].C([O-])(O)=O.[Na+]. (7) Reactant: [F:1][C:2]([F:41])([F:40])[C:3]1[CH:4]=[C:5]([C@H:13]2[O:17][C:16](=[O:18])[N:15]([CH2:19][C:20]3[C:21]([NH:30][CH:31]4[CH2:36][CH2:35][S:34][CH:33]([CH2:37][CH3:38])[CH2:32]4)=[N:22][CH:23]=[C:24]([C:26]([F:29])([F:28])[F:27])[CH:25]=3)[C@H:14]2[CH3:39])[CH:6]=[C:7]([C:9]([F:12])([F:11])[F:10])[CH:8]=1.[OH:42]O. Product: [F:10][C:9]([F:12])([F:11])[C:7]1[CH:6]=[C:5]([C@H:13]2[O:17][C:16](=[O:18])[N:15]([CH2:19][C:20]3[C:21]([NH:30][CH:31]4[CH2:36][CH2:35][S:34](=[O:42])[CH:33]([CH2:37][CH3:38])[CH2:32]4)=[N:22][CH:23]=[C:24]([C:26]([F:28])([F:29])[F:27])[CH:25]=3)[C@H:14]2[CH3:39])[CH:4]=[C:3]([C:2]([F:1])([F:40])[F:41])[CH:8]=1. The catalyst class is: 4.